From a dataset of Forward reaction prediction with 1.9M reactions from USPTO patents (1976-2016). Predict the product of the given reaction. (1) Given the reactants [C:1]([C:3]1[CH:4]=[C:5]([N:9]([CH2:14][C:15]2[CH:20]=[CH:19][CH:18]=[C:17](I)[CH:16]=2)[C:10](=[O:13])[CH2:11][CH3:12])[CH:6]=[CH:7][CH:8]=1)#[N:2].[CH3:22][C:23]1[S:24][C:25](B2OC(C)(C)C(C)(C)O2)=[C:26]([CH3:28])[N:27]=1, predict the reaction product. The product is: [C:1]([C:3]1[CH:4]=[C:5]([N:9]([CH2:14][C:15]2[CH:20]=[CH:19][CH:18]=[C:17]([C:25]3[S:24][C:23]([CH3:22])=[N:27][C:26]=3[CH3:28])[CH:16]=2)[C:10](=[O:13])[CH2:11][CH3:12])[CH:6]=[CH:7][CH:8]=1)#[N:2]. (2) Given the reactants C([O:4]CC=C)C=C.C(C1C(C(F)(F)F)=CC=C(Cl)C=1O)C=C.[CH2:23]([C:26]1[CH:31]=[C:30]([CH:32]2[CH2:36][CH2:35][CH2:34][CH2:33]2)[CH:29]=[C:28]([Br:37])[C:27]=1[OH:38])[CH:24]=[CH2:25].ClC1C=C(C=CC=1)C(OO)=O.C(=O)([O-])[O-].[K+].[K+].ClC1C2OC(CO)CC=2C(C(F)(F)F)=CC=1, predict the reaction product. The product is: [Br:37][C:28]1[C:27]2[O:38][CH:24]([CH2:25][OH:4])[CH2:23][C:26]=2[CH:31]=[C:30]([CH:32]2[CH2:33][CH2:34][CH2:35][CH2:36]2)[CH:29]=1. (3) Given the reactants Cl[C:2]1[N:7]=[C:6]([C:8]2[CH:9]=[N:10][N:11]3[CH:16]=[CH:15][C:14]([C:17]#[N:18])=[CH:13][C:12]=23)[CH:5]=[CH:4][CH:3]=1.[CH3:19][C:20]([CH3:24])([CH3:23])[CH2:21][NH2:22].C(=O)([O-])[O-].[Cs+].[Cs+].C1(C2C3C(=CC=CC=3)C=CC=2P(C2C=CC=CC=2)C2C=CC=CC=2)C2C(=CC=CC=2)C=CC=1P(C1C=CC=CC=1)C1C=CC=CC=1, predict the reaction product. The product is: [CH3:19][C:20]([CH3:24])([CH3:23])[CH2:21][NH:22][C:2]1[N:7]=[C:6]([C:8]2[CH:9]=[N:10][N:11]3[CH:16]=[CH:15][C:14]([C:17]#[N:18])=[CH:13][C:12]=23)[CH:5]=[CH:4][CH:3]=1.